From a dataset of Forward reaction prediction with 1.9M reactions from USPTO patents (1976-2016). Predict the product of the given reaction. (1) Given the reactants [C:1](Cl)(Cl)=[O:2].[C:5]([O:9][C:10](=[O:31])[NH:11][CH2:12][C@H:13]([OH:30])[CH2:14][NH:15][C:16]1[CH:17]=[C:18]2[C:22](=[CH:23][CH:24]=1)[N:21]([CH:25]([CH2:27][CH3:28])[CH3:26])[C:20](=[O:29])[CH2:19]2)([CH3:8])([CH3:7])[CH3:6].C(N(CC)CC)C, predict the reaction product. The product is: [C:5]([O:9][C:10](=[O:31])[NH:11][CH2:12][C@@H:13]1[O:30][C:1](=[O:2])[N:15]([C:16]2[CH:17]=[C:18]3[C:22](=[CH:23][CH:24]=2)[N:21]([CH:25]([CH2:27][CH3:28])[CH3:26])[C:20](=[O:29])[CH2:19]3)[CH2:14]1)([CH3:7])([CH3:6])[CH3:8]. (2) Given the reactants [Br:1][C:2]1[CH:7]=[C:6]([F:8])[C:5]([N+:9]([O-:11])=[O:10])=[CH:4][C:3]=1[CH2:12][C:13]([OH:15])=[O:14].S(=O)(=O)(O)O.[CH3:21][CH2:22]O, predict the reaction product. The product is: [Br:1][C:2]1[CH:7]=[C:6]([F:8])[C:5]([N+:9]([O-:11])=[O:10])=[CH:4][C:3]=1[CH2:12][C:13]([O:15][CH2:21][CH3:22])=[O:14].